This data is from Full USPTO retrosynthesis dataset with 1.9M reactions from patents (1976-2016). The task is: Predict the reactants needed to synthesize the given product. (1) The reactants are: [CH:1]1([N:7]2[CH2:11][C@@H:10]([C:12]3[CH:17]=[CH:16][CH:15]=[CH:14][CH:13]=3)[N:9]([CH:18]3[CH2:23][CH2:22][N:21]([CH2:24][C:25]4[CH:33]=[CH:32][C:28]([C:29](O)=[O:30])=[CH:27][CH:26]=4)[CH2:20][CH2:19]3)[C:8]2=[O:34])[CH2:6][CH2:5][CH2:4][CH2:3][CH2:2]1.Cl.[CH2:36]([O:38][C:39](=[O:44])[CH2:40][CH2:41][CH2:42][NH2:43])[CH3:37]. Given the product [CH2:36]([O:38][C:39](=[O:44])[CH2:40][CH2:41][CH2:42][NH:43][C:29](=[O:30])[C:28]1[CH:32]=[CH:33][C:25]([CH2:24][N:21]2[CH2:22][CH2:23][CH:18]([N:9]3[C@H:10]([C:12]4[CH:13]=[CH:14][CH:15]=[CH:16][CH:17]=4)[CH2:11][N:7]([CH:1]4[CH2:6][CH2:5][CH2:4][CH2:3][CH2:2]4)[C:8]3=[O:34])[CH2:19][CH2:20]2)=[CH:26][CH:27]=1)[CH3:37], predict the reactants needed to synthesize it. (2) Given the product [CH3:2][C:1]1[NH:19][C:20]([C:21]([O:23][CH2:24][CH3:25])=[O:22])=[C:5]2[C:4]=1[C:9](=[O:10])[CH2:8][C:7]([CH3:12])([CH3:11])[CH2:6]2, predict the reactants needed to synthesize it. The reactants are: [C:1]([CH:4]1[C:9](=[O:10])[CH2:8][C:7]([CH3:12])([CH3:11])[CH2:6][C:5]1=O)(=O)[CH3:2].C([O-])(=O)C.[Na+].[NH2:19][CH:20](C(OCC)=O)[C:21]([O:23][CH2:24][CH3:25])=[O:22].O. (3) Given the product [CH2:1]([C:5]1[N:6]([CH2:14][C:15]2[CH:20]=[CH:19][C:18]([C:21]3[CH:26]=[CH:25][CH:24]=[CH:23][C:22]=3[C:27]3[NH:31][N:30]=[N:29][N:28]=3)=[CH:17][CH:16]=2)[C:7]([C:11]([O:63][C@H:52]2[CH2:51][O:55][C@@H:54]3[C@H:56]([O:59][N+:60]([O-:62])=[O:61])[CH2:57][O:58][C@H:53]23)=[O:12])=[C:8]([Cl:10])[N:9]=1)[CH2:2][CH2:3][CH3:4], predict the reactants needed to synthesize it. The reactants are: [CH2:1]([C:5]1[N:6]([CH2:14][C:15]2[CH:20]=[CH:19][C:18]([C:21]3[CH:26]=[CH:25][CH:24]=[CH:23][C:22]=3[C:27]3[N:31](C(C4C=CC=CC=4)(C4C=CC=CC=4)C4C=CC=CC=4)[N:30]=[N:29][N:28]=3)=[CH:17][CH:16]=2)[C:7]([C:11](O)=[O:12])=[C:8]([Cl:10])[N:9]=1)[CH2:2][CH2:3][CH3:4].[CH2:51]1[O:55][C@@H:54]2[C@H:56]([O:59][N+:60]([O-:62])=[O:61])[CH2:57][O:58][C@@H:53]2[C@H:52]1[OH:63].Cl.C(N=C=NCCCN(C)C)C.ON1C2C=CC=CC=2N=N1.CN1CCOCC1. (4) Given the product [CH3:11][C:9]([C:23]1[CH:22]=[C:21]([O:20][CH2:19][C:18]([F:33])([F:34])[F:17])[CH:26]=[CH:25][C:24]=1[O:27][CH2:28][C:29]([F:32])([F:31])[F:30])=[O:10], predict the reactants needed to synthesize it. The reactants are: BrC1C=CC(Br)=CC=1.[C:9]1(C=CC(O)=C[CH:11]=1)[OH:10].[F:17][C:18]([F:34])([F:33])[CH2:19][O:20][C:21]1[CH:26]=[CH:25][C:24]([O:27][CH2:28][C:29]([F:32])([F:31])[F:30])=[CH:23][CH:22]=1. (5) Given the product [C:7]([O:15][C:13](=[O:19])[NH:12][C:5]1[CH:6]=[C:7]([C:8]([F:11])([F:10])[F:9])[C:2]([Cl:1])=[CH:3][C:4]=1[N+:16]([O-:18])=[O:17])([CH3:8])([CH3:2])[CH3:6], predict the reactants needed to synthesize it. The reactants are: [Cl:1][C:2]1[C:7]([C:8]([F:11])([F:10])[F:9])=[CH:6][C:5]([NH:12][C:13](=[O:15])C)=[C:4]([N+:16]([O-:18])=[O:17])[CH:3]=1.[OH-:19].[NH4+]. (6) The reactants are: [O:1]([CH2:8][CH2:9][CH2:10]Br)[C:2]1[CH:7]=[CH:6][CH:5]=[CH:4][CH:3]=1.[I-].[K+].[NH:14]1[CH2:19][CH2:18][CH2:17][CH2:16][CH2:15]1.C([O-])=O.[NH4+]. Given the product [O:1]([CH2:8][CH2:9][CH2:10][N:14]1[CH2:19][CH2:18][CH2:17][CH2:16][CH2:15]1)[C:2]1[CH:7]=[CH:6][CH:5]=[CH:4][CH:3]=1, predict the reactants needed to synthesize it. (7) Given the product [F:23][C:24]1[N:32]=[CH:31][CH:30]=[CH:29][C:25]=1[C:26]([N:9]([O:8][CH3:4])[CH3:10])=[O:27], predict the reactants needed to synthesize it. The reactants are: CN([C:4]([O:8][N:9]1N=NC2C=CC=C[C:10]1=2)=[N+](C)C)C.[B-](F)(F)(F)F.[F:23][C:24]1[N:32]=[CH:31][CH:30]=[CH:29][C:25]=1[C:26](O)=[O:27].Cl.CONC.C(N(C(C)C)CC)(C)C.